This data is from Forward reaction prediction with 1.9M reactions from USPTO patents (1976-2016). The task is: Predict the product of the given reaction. (1) Given the reactants [Br:1][C:2]1[CH:3]=[C:4]2[C:8](=[CH:9][CH:10]=1)[NH:7][C:6]([C:11]1[CH:16]=[CH:15][CH:14]=[CH:13][C:12]=1[CH3:17])=[CH:5]2.[H-].[Na+].[C:20]1([S:26](Cl)(=[O:28])=[O:27])[CH:25]=[CH:24][CH:23]=[CH:22][CH:21]=1, predict the reaction product. The product is: [C:20]1([S:26]([N:7]2[C:8]3[C:4](=[CH:3][C:2]([Br:1])=[CH:10][CH:9]=3)[CH:5]=[C:6]2[C:11]2[CH:16]=[CH:15][CH:14]=[CH:13][C:12]=2[CH3:17])(=[O:28])=[O:27])[CH:25]=[CH:24][CH:23]=[CH:22][CH:21]=1. (2) Given the reactants [CH3:1][NH:2][C:3]1[N:8]=[CH:7][C:6]([C:9]#N)=[CH:5][CH:4]=1.CC(C[Al]CC(C)C)C.CO.[OH:22]S(O)(=O)=O, predict the reaction product. The product is: [CH3:1][NH:2][C:3]1[N:8]=[CH:7][C:6]([CH:9]=[O:22])=[CH:5][CH:4]=1.